This data is from TCR-epitope binding with 47,182 pairs between 192 epitopes and 23,139 TCRs. The task is: Binary Classification. Given a T-cell receptor sequence (or CDR3 region) and an epitope sequence, predict whether binding occurs between them. (1) The epitope is IVTDFSVIK. The TCR CDR3 sequence is CASSENRGKGTEAFF. Result: 0 (the TCR does not bind to the epitope). (2) The epitope is GPGHKARVL. The TCR CDR3 sequence is CASSQAERKETQYF. Result: 1 (the TCR binds to the epitope). (3) The epitope is KEIDRLNEV. The TCR CDR3 sequence is CASSQDSGGIRDEQFF. Result: 0 (the TCR does not bind to the epitope). (4) The epitope is SGPLKAEIAQRLED. The TCR CDR3 sequence is CASSERDRGSYGYTF. Result: 1 (the TCR binds to the epitope). (5) The epitope is KEIDRLNEV. The TCR CDR3 sequence is CASSPGTSGSMMGEQFF. Result: 1 (the TCR binds to the epitope). (6) The epitope is LLQTGIHVRVSQPSL. The TCR CDR3 sequence is CASSVKTGTGLTDTQYF. Result: 0 (the TCR does not bind to the epitope). (7) The epitope is SEPVLKGVKL. The TCR CDR3 sequence is CASSYPTDPEQFF. Result: 1 (the TCR binds to the epitope).